Dataset: Full USPTO retrosynthesis dataset with 1.9M reactions from patents (1976-2016). Task: Predict the reactants needed to synthesize the given product. (1) Given the product [CH:12]1([NH:15][C:3]2[CH:8]=[CH:7][N:6]=[CH:5][C:4]=2[N+:9]([O-:11])=[O:10])[CH2:14][CH2:13]1, predict the reactants needed to synthesize it. The reactants are: CO[C:3]1[CH:8]=[CH:7][N:6]=[CH:5][C:4]=1[N+:9]([O-:11])=[O:10].[CH:12]1([NH2:15])[CH2:14][CH2:13]1.CCN(C(C)C)C(C)C. (2) Given the product [S:26]1[CH:27]=[CH:28][N:29]=[C:25]1[C:2]1[S:6][C:5]([N:7]2[CH2:11][C@:10]3([CH:16]4[CH2:17][CH2:18][N:13]([CH2:14][CH2:15]4)[CH2:12]3)[O:9][C:8]2=[O:19])=[CH:4][CH:3]=1, predict the reactants needed to synthesize it. The reactants are: Br[C:2]1[S:6][C:5]([N:7]2[CH2:11][C@:10]3([CH:16]4[CH2:17][CH2:18][N:13]([CH2:14][CH2:15]4)[CH2:12]3)[O:9][C:8]2=[O:19])=[CH:4][CH:3]=1.C([Sn](CCCC)(CCCC)[C:25]1[S:26][CH:27]=[CH:28][N:29]=1)CCC. (3) Given the product [C:47]1([C:53]2[CH:58]=[C:57]([CH:59]3[CH2:64][CH2:63][N:62]([O:65][CH3:66])[CH2:61][CH2:60]3)[CH:56]=[CH:55][C:54]=2[NH:67][C:16]([C:5]2[N:6]([CH2:8][O:9][CH2:10][CH2:11][Si:12]([CH3:13])([CH3:14])[CH3:15])[CH:7]=[C:3]([C:1]#[N:2])[N:4]=2)=[O:18])[CH2:52][CH2:51][CH2:50][CH2:49][CH:48]=1, predict the reactants needed to synthesize it. The reactants are: [C:1]([C:3]1[N:4]=[C:5]([C:16]([OH:18])=O)[N:6]([CH2:8][O:9][CH2:10][CH2:11][Si:12]([CH3:15])([CH3:14])[CH3:13])[CH:7]=1)#[N:2].[K+].C(C1N=C(C([O-])=O)N(COCC[Si](C)(C)C)C=1)#N.CCN(C(C)C)C(C)C.[C:47]1([C:53]2[CH:58]=[C:57]([CH:59]3[CH2:64][CH2:63][N:62]([O:65][CH3:66])[CH2:61][CH2:60]3)[CH:56]=[CH:55][C:54]=2[NH2:67])[CH2:52][CH2:51][CH2:50][CH2:49][CH:48]=1.C1CN([P+](Br)(N2CCCC2)N2CCCC2)CC1.F[P-](F)(F)(F)(F)F.